Dataset: Catalyst prediction with 721,799 reactions and 888 catalyst types from USPTO. Task: Predict which catalyst facilitates the given reaction. Reactant: C(=O)([O-])[O-].[K+].[K+].Cl.[NH2:8][OH:9].[CH2:10]([O:17][CH2:18][C:19]([NH:23][S:24]([C:26]([CH3:29])([CH3:28])[CH3:27])=[O:25])([C:21]#[N:22])[CH3:20])[C:11]1[CH:16]=[CH:15][CH:14]=[CH:13][CH:12]=1.[O-][Mn](=O)(=O)=O.[K+]. Product: [CH2:10]([O:17][CH2:18][C:19]([NH:23][S:24]([C:26]([CH3:29])([CH3:28])[CH3:27])=[O:25])([CH3:20])[C:21](=[N:8][OH:9])[NH2:22])[C:11]1[CH:12]=[CH:13][CH:14]=[CH:15][CH:16]=1. The catalyst class is: 162.